From a dataset of Full USPTO retrosynthesis dataset with 1.9M reactions from patents (1976-2016). Predict the reactants needed to synthesize the given product. The reactants are: [Cl:1][C:2]1[C:10]([CH2:11][S:12][C:13]2[CH:18]=[CH:17][C:16]([CH3:19])=[CH:15][C:14]=2[N+:20]([O-])=O)=[CH:9][C:5]2[O:6][CH2:7][O:8][C:4]=2[CH:3]=1.O.O.[Sn](Cl)Cl. Given the product [Cl:1][C:2]1[C:10]([CH2:11][S:12][C:13]2[CH:18]=[CH:17][C:16]([CH3:19])=[CH:15][C:14]=2[NH2:20])=[CH:9][C:5]2[O:6][CH2:7][O:8][C:4]=2[CH:3]=1, predict the reactants needed to synthesize it.